Dataset: Catalyst prediction with 721,799 reactions and 888 catalyst types from USPTO. Task: Predict which catalyst facilitates the given reaction. (1) Reactant: N#N.[CH3:3][C:4]1([C:9]2[N:10]=[C:11]([CH2:14][N:15]3[CH:19]=[CH:18][C:17]([N+:20]([O-])=O)=[N:16]3)[S:12][CH:13]=2)[O:8][CH2:7][CH2:6][O:5]1.[NH4+].[Cl-]. Product: [CH3:3][C:4]1([C:9]2[N:10]=[C:11]([CH2:14][N:15]3[CH:19]=[CH:18][C:17]([NH2:20])=[N:16]3)[S:12][CH:13]=2)[O:8][CH2:7][CH2:6][O:5]1. The catalyst class is: 314. (2) Reactant: [Cl:1][C:2]1[CH:3]=[C:4]([C:12]2[S:16][C:15]([N:17]3[CH:26]=[C:25]4[C:19]([CH2:20][CH2:21][N:22]([CH2:27][CH2:28][CH2:29][C:30]([O:32]C)=[O:31])[CH2:23][CH2:24]4)=[N:18]3)=[N:14][N:13]=2)[CH:5]=[CH:6][C:7]=1[O:8][CH:9]([CH3:11])[CH3:10].[Li+:34].[OH-]. Product: [Li+:34].[Li+:34].[Cl:1][C:2]1[CH:3]=[C:4]([C:12]2[S:16][C:15]([N:17]3[CH:26]=[C:25]4[C:19]([CH2:20][CH2:21][N:22]([CH2:27][CH2:28][CH2:29][C:30]([O-:32])=[O:31])[CH2:23][CH2:24]4)=[N:18]3)=[N:14][N:13]=2)[CH:5]=[CH:6][C:7]=1[O:8][CH:9]([CH3:11])[CH3:10].[Cl:1][C:2]1[CH:3]=[C:4]([C:12]2[S:16][C:15]([N:17]3[CH:26]=[C:25]4[C:19]([CH2:20][CH2:21][N:22]([CH2:27][CH2:28][CH2:29][C:30]([O-:32])=[O:31])[CH2:23][CH2:24]4)=[N:18]3)=[N:14][N:13]=2)[CH:5]=[CH:6][C:7]=1[O:8][CH:9]([CH3:11])[CH3:10]. The catalyst class is: 36. (3) Reactant: [S:1]1[C:5]2[NH:6][C:7]([C:9](OC)=O)=[CH:8][C:4]=2[CH:3]=[CH:2]1.[H-].[H-].[H-].[H-].[Li+].[Al+3]. Product: [CH3:9][C:7]1[NH:6][C:5]2[S:1][CH:2]=[CH:3][C:4]=2[CH:8]=1. The catalyst class is: 1. (4) Reactant: [Cl:1][C:2]1[C:10]2[N:9]=[C:8]3[N:11]([C:15]4[CH:20]=[CH:19][C:18]([O:21][CH3:22])=[CH:17][C:16]=4[Cl:23])[CH2:12][CH2:13][CH2:14][N:7]3[C:6]=2[C:5]([CH:24]([OH:27])[CH2:25][CH3:26])=[CH:4][CH:3]=1.[C:28](OC(=O)C)(=[O:30])[CH3:29]. The catalyst class is: 17. Product: [C:28]([O:27][CH:24]([C:5]1[C:6]2[N:7]3[CH2:14][CH2:13][CH2:12][N:11]([C:15]4[CH:20]=[CH:19][C:18]([O:21][CH3:22])=[CH:17][C:16]=4[Cl:23])[C:8]3=[N:9][C:10]=2[C:2]([Cl:1])=[CH:3][CH:4]=1)[CH2:25][CH3:26])(=[O:30])[CH3:29]. (5) Reactant: [OH:1][CH2:2][C:3]1[CH:8]=[CH:7][C:6]([C:9]2[CH:14]=[CH:13][C:12]([NH:15][C:16]([C@@H:18]3[CH:23]4[CH2:24][CH2:25][N:20]([CH2:21][CH2:22]4)[CH2:19]3)=[O:17])=[CH:11][CH:10]=2)=[CH:5][CH:4]=1.[CH2:26]([N:28]=[C:29]=[O:30])[CH3:27]. Product: [CH2:26]([NH:28][C:29](=[O:30])[O:1][CH2:2][C:3]1[CH:8]=[CH:7][C:6]([C:9]2[CH:10]=[CH:11][C:12]([NH:15][C:16]([C@@H:18]3[CH:23]4[CH2:24][CH2:25][N:20]([CH2:21][CH2:22]4)[CH2:19]3)=[O:17])=[CH:13][CH:14]=2)=[CH:5][CH:4]=1)[CH3:27]. The catalyst class is: 118. (6) Reactant: C[Li].[Cl:3][C:4]1[CH:5]=[C:6]([CH:11]2[O:17][CH2:16][CH2:15][N:14]([C:18]([O:20][C:21]([CH3:24])([CH3:23])[CH3:22])=[O:19])[CH2:13][C:12]2=[O:25])[CH:7]=[CH:8][C:9]=1[Cl:10].I[CH2:27]I.O. Product: [Cl:3][C:4]1[CH:5]=[C:6]([CH:11]2[O:17][CH2:16][CH2:15][N:14]([C:18]([O:20][C:21]([CH3:22])([CH3:24])[CH3:23])=[O:19])[CH2:13][C:12]32[O:25][CH2:27]3)[CH:7]=[CH:8][C:9]=1[Cl:10]. The catalyst class is: 385. (7) Reactant: [CH3:1][O:2][C:3](=[O:29])[CH2:4][O:5][C:6]1[CH:15]=[CH:14][C:13]([F:16])=[C:12]2[C:7]=1[C:8]([OH:28])=[C:9]([CH2:19][C:20]1[CH:25]=[CH:24][C:23]([C:26]#[N:27])=[CH:22][CH:21]=1)[C:10]([CH2:17][CH3:18])=[N:11]2.CN(C)C=O.C(=O)([O-])[O-].[K+].[K+].Cl[C:42](OC(=O)C)([F:44])[F:43]. Product: [CH3:1][O:2][C:3](=[O:29])[CH2:4][O:5][C:6]1[CH:15]=[CH:14][C:13]([F:16])=[C:12]2[C:7]=1[C:8]([O:28][CH:42]([F:44])[F:43])=[C:9]([CH2:19][C:20]1[CH:21]=[CH:22][C:23]([C:26]#[N:27])=[CH:24][CH:25]=1)[C:10]([CH2:17][CH3:18])=[N:11]2. The catalyst class is: 6.